This data is from Reaction yield outcomes from USPTO patents with 853,638 reactions. The task is: Predict the reaction yield, written as a fraction of the theoretical maximum amount of product (1.0 means a 100% yield; for example, 0.34 means a 34% yield). (1) The reactants are C(B1O[C:9]([CH3:11])([CH3:10])[C:6]([CH3:8])([CH3:7])O1)(C)=C.C(=O)([O-])[O-].[K+].[K+].ClC1C=[C:22]([C:35]2[N:40]=[C:39]([CH3:41])[N:38]=[C:37]([N:42]([CH2:52][C:53]3[CH:58]=[CH:57][C:56]([O:59][CH3:60])=[CH:55][CH:54]=3)[CH2:43][C:44]3[CH:49]=[CH:48][C:47]([O:50][CH3:51])=[CH:46][CH:45]=3)[N:36]=2)[C:23]([NH:26][C:27]2[CH:28]=[N:29][C:30]([O:33][CH3:34])=[CH:31][CH:32]=2)=[N:24]C=1. The catalyst is O1CCOCC1.O. The product is [CH3:51][O:50][C:47]1[CH:46]=[CH:45][C:44]([CH2:43][N:42]([CH2:52][C:53]2[CH:54]=[CH:55][C:56]([O:59][CH3:60])=[CH:57][CH:58]=2)[C:37]2[N:36]=[C:35]([C:22]3[C:23]([NH:26][C:27]4[CH:28]=[N:29][C:30]([O:33][CH3:34])=[CH:31][CH:32]=4)=[N:24][CH:11]=[C:9]([C:6]([CH3:7])=[CH2:8])[CH:10]=3)[N:40]=[C:39]([CH3:41])[N:38]=2)=[CH:49][CH:48]=1. The yield is 0.920. (2) The reactants are CS(C)=O.[CH3:5][C:6]1[CH:7]=[C:8]([OH:20])[C:9]([C:13]2[C:18]([CH3:19])=[CH:17][CH:16]=[CH:15][N:14]=2)=[N:10][C:11]=1[CH3:12].Cl[C:22]1[C:31]2[C:26](=[CH:27][C:28]([O:34][CH3:35])=[C:29]([O:32][CH3:33])[CH:30]=2)[N:25]=[CH:24][CH:23]=1.C(=O)([O-])[O-].[Cs+].[Cs+]. The yield is 0.520. The product is [CH3:33][O:32][C:29]1[CH:30]=[C:31]2[C:26](=[CH:27][C:28]=1[O:34][CH3:35])[N:25]=[CH:24][CH:23]=[C:22]2[O:20][C:8]1[C:9]([C:13]2[C:18]([CH3:19])=[CH:17][CH:16]=[CH:15][N:14]=2)=[N:10][C:11]([CH3:12])=[C:6]([CH3:5])[CH:7]=1. The catalyst is CN(C1C=CN=CC=1)C.O. (3) The reactants are Cl[C:2]1[CH:11]=[CH:10][N:9]=[C:8]2[C:3]=1[C:4]1[CH:16]=[CH:15][CH:14]=[CH:13][C:5]=1[C:6](=[O:12])[NH:7]2.[C:17]([C:19]1[C:28]2[C:23](=[CH:24][CH:25]=[CH:26][CH:27]=2)[CH:22]=[CH:21][CH:20]=1)#[CH:18]. No catalyst specified. The product is [C:19]1([C:17]#[C:18][C:2]2[CH:11]=[CH:10][N:9]=[C:8]3[C:3]=2[C:4]2[CH:16]=[CH:15][CH:14]=[CH:13][C:5]=2[C:6](=[O:12])[NH:7]3)[C:28]2[C:23](=[CH:24][CH:25]=[CH:26][CH:27]=2)[CH:22]=[CH:21][CH:20]=1. The yield is 0.660. (4) The product is [CH3:13][O:12][C:4]1[CH:3]=[C:2]([C:14]2[CH:19]=[CH:18][CH:17]=[CH:16][CH:15]=2)[CH:11]=[CH:10][C:5]=1[C:6]([O:8][CH3:9])=[O:7]. The reactants are Cl[C:2]1[CH:11]=[CH:10][C:5]([C:6]([O:8][CH3:9])=[O:7])=[C:4]([O:12][CH3:13])[CH:3]=1.[C:14]1(B(O)O)[CH:19]=[CH:18][CH:17]=[CH:16][CH:15]=1.C(=O)([O-])[O-].[Cs+].[Cs+]. The catalyst is CN(C)C=O.C(OCC)(=O)C.Cl[Pd](Cl)([P](C1C=CC=CC=1)(C1C=CC=CC=1)C1C=CC=CC=1)[P](C1C=CC=CC=1)(C1C=CC=CC=1)C1C=CC=CC=1. The yield is 0.412. (5) The catalyst is C(Cl)Cl. The reactants are [Br:1][C:2]1[CH:7]=[CH:6][C:5]([CH2:8][C:9]([OH:11])=O)=[C:4]([F:12])[CH:3]=1.[F:13][C:14]1[CH:20]=[CH:19][C:18]([F:21])=[CH:17][C:15]=1[NH2:16].CCN(CC)CC.CN(C(ON1N=NC2C=CC=NC1=2)=[N+](C)C)C.F[P-](F)(F)(F)(F)F. The yield is 0.356. The product is [Br:1][C:2]1[CH:7]=[CH:6][C:5]([CH2:8][C:9]([NH:16][C:15]2[CH:17]=[C:18]([F:21])[CH:19]=[CH:20][C:14]=2[F:13])=[O:11])=[C:4]([F:12])[CH:3]=1. (6) The reactants are [C:1]([OH:18])(=[O:17])[C:2]1[C:3](=[CH:7][C:8](=[C:12]([CH:16]=1)[C:13]([OH:15])=[O:14])[C:9]([OH:11])=[O:10])[C:4]([OH:6])=[O:5].[H][H]. The catalyst is [Rh].O. The product is [CH:8]1([C:9]([OH:11])=[O:10])[CH2:7][CH:3]([C:4]([OH:6])=[O:5])[CH:2]([C:1]([OH:18])=[O:17])[CH2:16][CH:12]1[C:13]([OH:15])=[O:14]. The yield is 0.851.